Predict which catalyst facilitates the given reaction. From a dataset of Catalyst prediction with 721,799 reactions and 888 catalyst types from USPTO. (1) Reactant: Cl.O1[C:6]2([CH2:11][CH2:10][N:9]([S:12]([CH2:15][CH2:16][C:17]3[CH:25]=[CH:24][C:20]([C:21]([OH:23])=[O:22])=[CH:19][C:18]=3[CH3:26])(=[O:14])=[O:13])[CH2:8][CH2:7]2)[O:5]CC1. Product: [CH3:26][C:18]1[CH:19]=[C:20]([CH:24]=[CH:25][C:17]=1[CH2:16][CH2:15][S:12]([N:9]1[CH2:10][CH2:11][C:6](=[O:5])[CH2:7][CH2:8]1)(=[O:14])=[O:13])[C:21]([OH:23])=[O:22]. The catalyst class is: 21. (2) Reactant: CC(OC([NH:8][C:9]1[CH:14]=[CH:13][C:12]([C:15]2[S:16][CH:17]=[CH:18][CH:19]=2)=[CH:11][C:10]=1[NH:20][C:21]([C:23]1[CH:28]=[CH:27][C:26]([C:29](=[O:38])[CH2:30][CH2:31][P:32]([CH3:37])(=[O:36])[O:33][CH2:34][CH3:35])=[CH:25][CH:24]=1)=[O:22])=O)(C)C.C(O)(C(F)(F)F)=O.C([O-])(O)=O.[Na+]. Product: [NH2:8][C:9]1[CH:14]=[CH:13][C:12]([C:15]2[S:16][CH:17]=[CH:18][CH:19]=2)=[CH:11][C:10]=1[NH:20][C:21]([C:23]1[CH:28]=[CH:27][C:26]([C:29](=[O:38])[CH2:30][CH2:31][P:32]([CH3:37])(=[O:36])[O:33][CH2:34][CH3:35])=[CH:25][CH:24]=1)=[O:22]. The catalyst class is: 2. (3) Reactant: [OH:1][C:2]1[CH:9]=[CH:8][C:5]([C:6]#[N:7])=[CH:4][CH:3]=1.CC(C)([O-])C.[K+].C1COCC1.Br[C:22]1[CH:27]=[CH:26][CH:25]=[CH:24][N:23]=1. Product: [N:23]1[CH:24]=[CH:25][CH:26]=[CH:27][C:22]=1[O:1][C:2]1[CH:9]=[CH:8][C:5]([C:6]#[N:7])=[CH:4][CH:3]=1. The catalyst class is: 16. (4) Reactant: CC([O-])(C)C.[K+].CC(O)(C)C.[CH2:12]1[O:22][C:15]2([CH2:20][CH2:19][C:18](=O)[CH2:17][CH2:16]2)[O:14][CH2:13]1.S([CH2:33][N+:34]#[C-])(C1C=CC(C)=CC=1)(=O)=O. Product: [O:14]1[C:15]2([CH2:20][CH2:19][CH:18]([C:33]#[N:34])[CH2:17][CH2:16]2)[O:22][CH2:12][CH2:13]1. The catalyst class is: 762. (5) Reactant: CC([N:5]([C:9]1[CH:14]=[CH:13][C:12]([F:15])=[C:11]([F:16])[CH:10]=1)[C:6](=[O:8])[O-:7])(C)C.[Li][C:18]([CH3:21])([CH3:20])[CH3:19].CCCCC.[CH3:27][O:28][C:29](Cl)=[O:30].[Cl-].[NH4+]. Product: [CH3:19][C:18]([O:7][C:6]([NH:5][C:9]1[C:10]([C:29]([O:28][CH3:27])=[O:30])=[C:11]([F:16])[C:12]([F:15])=[CH:13][CH:14]=1)=[O:8])([CH3:21])[CH3:20]. The catalyst class is: 7. (6) Product: [N:1]1([C:6]([C:8]2[CH:9]=[CH:10][C:11]([C:14]3[NH:37][C:17]4[N:18]=[CH:19][N:20]=[C:21]([C:22]5[CH:23]=[CH:24][C:25]([O:30][CH:31]6[CH2:36][CH2:35][O:34][CH2:33][CH2:32]6)=[C:26]([CH:29]=5)[C:27]#[N:28])[C:16]=4[CH:15]=3)=[CH:12][CH:13]=2)=[O:7])[CH2:5][CH2:4][CH2:3][CH2:2]1. The catalyst class is: 504. Reactant: [N:1]1([C:6]([C:8]2[CH:13]=[CH:12][C:11]([C:14]3[N:37](COCC[Si](C)(C)C)[C:17]4[N:18]=[CH:19][N:20]=[C:21]([C:22]5[CH:23]=[CH:24][C:25]([O:30][CH:31]6[CH2:36][CH2:35][O:34][CH2:33][CH2:32]6)=[C:26]([CH:29]=5)[C:27]#[N:28])[C:16]=4[CH:15]=3)=[CH:10][CH:9]=2)=[O:7])[CH2:5][CH2:4][CH2:3][CH2:2]1.[F-].C([N+](CCCC)(CCCC)CCCC)CCC. (7) Reactant: [CH3:1][C:2]1[C:10]([C@@H:11]2[CH2:16][N:15]3[CH2:17][CH2:18][NH:19][CH2:20][C@H:14]3[CH2:13][N:12]2[C:21]([O:23][C:24]([CH3:27])([CH3:26])[CH3:25])=[O:22])=[CH:9][CH:8]=[C:7]2[C:3]=1[CH2:4][O:5][C:6]2=[O:28].[CH3:29][O:30][C:31]1[CH:38]=[C:37]([CH2:39][CH:40]=O)[CH:36]=[CH:35][C:32]=1[C:33]#[N:34].C(O[BH-](OC(=O)C)OC(=O)C)(=O)C.[Na+].C(O)(=O)C. Product: [C:33]([C:32]1[CH:35]=[CH:36][C:37]([CH2:39][CH2:40][N:19]2[CH2:18][CH2:17][N:15]3[CH2:16][C@@H:11]([C:10]4[C:2]([CH3:1])=[C:3]5[C:7](=[CH:8][CH:9]=4)[C:6](=[O:28])[O:5][CH2:4]5)[N:12]([C:21]([O:23][C:24]([CH3:25])([CH3:27])[CH3:26])=[O:22])[CH2:13][C@@H:14]3[CH2:20]2)=[CH:38][C:31]=1[O:30][CH3:29])#[N:34]. The catalyst class is: 2. (8) Reactant: [CH2:1]([NH2:4])[CH2:2][NH2:3].C(O[C:8](=[O:13])[C:9](Br)([CH3:11])[CH3:10])C.[OH-].[K+]. Product: [CH3:11][C:9]1([CH3:10])[NH:4][CH2:1][CH2:2][NH:3][C:8]1=[O:13]. The catalyst class is: 11. (9) Reactant: N(C(OC(C)C)=O)=NC(OC(C)C)=O.[Si:15]([O:22][C@H:23]([CH2:27][CH2:28][CH2:29][CH2:30][CH2:31][CH3:32])[C@H:24](O)[CH3:25])([C:18]([CH3:21])([CH3:20])[CH3:19])([CH3:17])[CH3:16].[Cl:33][C:34]1[N:42]=[CH:41][N:40]=[C:39]2[C:35]=1[N:36]=[CH:37][NH:38]2.C1(P(C2C=CC=CC=2)C2C=CC=CC=2)C=CC=CC=1. Product: [Si:15]([O:22][C@H:23]([CH2:27][CH2:28][CH2:29][CH2:30][CH2:31][CH3:32])[C@@H:24]([N:38]1[CH:37]=[N:36][C:35]2[C:39]1=[N:40][CH:41]=[N:42][C:34]=2[Cl:33])[CH3:25])([C:18]([CH3:21])([CH3:20])[CH3:19])([CH3:17])[CH3:16]. The catalyst class is: 7.